From a dataset of Reaction yield outcomes from USPTO patents with 853,638 reactions. Predict the reaction yield, written as a fraction of the theoretical maximum amount of product (1.0 means a 100% yield; for example, 0.34 means a 34% yield). (1) The reactants are [CH3:1][O:2][C:3](=[O:26])[C:4]1[CH:9]=[CH:8][CH:7]=[C:6]([CH2:10][N:11]([C:19]2[CH:24]=[CH:23][CH:22]=[CH:21][C:20]=2I)[C:12](=[O:18])[C:13]#[C:14][CH:15]([CH3:17])[CH3:16])[CH:5]=1.[Cl:27][C:28]1[CH:33]=[CH:32][C:31](B(O)O)=[CH:30][CH:29]=1.C1(P(C2C=CC=CC=2)C2C=CC=CC=2)C=CC=CC=1.[F-].[Cs+]. The catalyst is C1COCC1.C([O-])(=O)C.[Pd+2].C([O-])(=O)C. The product is [CH3:1][O:2][C:3](=[O:26])[C:4]1[CH:9]=[CH:8][CH:7]=[C:6]([CH2:10][N:11]2[C:19]3[C:24](=[CH:23][CH:22]=[CH:21][CH:20]=3)[C:13](=[C:14]([C:31]3[CH:32]=[CH:33][C:28]([Cl:27])=[CH:29][CH:30]=3)[CH:15]([CH3:17])[CH3:16])[C:12]2=[O:18])[CH:5]=1. The yield is 0.440. (2) The yield is 0.500. The reactants are [H-].[Na+].[OH:3][C@H:4]1[CH2:9][CH2:8][C@H:7]([N:10]2[C:18](=[O:19])[C:17]3[C:12](=[CH:13][CH:14]=[CH:15][CH:16]=3)[C:11]2=[O:20])[CH2:6][CH2:5]1.[CH3:21]I. The catalyst is CN(C)C=O.O. The product is [CH3:21][O:3][C@H:4]1[CH2:5][CH2:6][C@H:7]([N:10]2[C:11](=[O:20])[C:12]3[C:17](=[CH:16][CH:15]=[CH:14][CH:13]=3)[C:18]2=[O:19])[CH2:8][CH2:9]1.